This data is from Full USPTO retrosynthesis dataset with 1.9M reactions from patents (1976-2016). The task is: Predict the reactants needed to synthesize the given product. (1) Given the product [CH3:13][C:12]1[N:7]([C:4]2[CH:5]=[CH:6][N:2]([CH3:1])[N:3]=2)[C:9]([CH3:8])=[CH:10][CH:11]=1, predict the reactants needed to synthesize it. The reactants are: [CH3:1][N:2]1[CH:6]=[CH:5][C:4]([NH2:7])=[N:3]1.[CH3:8][C:9](=O)[CH2:10][CH2:11][C:12](=O)[CH3:13].C1(C)C=CC(S(O)(=O)=O)=CC=1. (2) Given the product [CH3:22][S:23]([O:8][CH:7]([C:1]1[CH:2]=[CH:3][CH:4]=[CH:5][CH:6]=1)[CH:9]1[CH2:14][CH2:13][O:12][CH2:11][CH2:10]1)(=[O:25])=[O:24], predict the reactants needed to synthesize it. The reactants are: [C:1]1([C@@H:7]([CH:9]2[CH2:14][CH2:13][O:12][CH2:11][CH2:10]2)[OH:8])[CH:6]=[CH:5][CH:4]=[CH:3][CH:2]=1.C(N(CC)CC)C.[CH3:22][S:23](Cl)(=[O:25])=[O:24]. (3) Given the product [C:29]([Si:26]([CH3:28])([CH3:27])[O:25][CH2:24][CH2:23][O:1][CH2:2][C:3]1[CH:8]=[CH:7][C:6]([CH:9]([CH2:11][CH2:12][CH2:13][CH2:14][CH2:15][CH2:16][CH2:17][CH2:18][CH3:19])[CH3:10])=[CH:5][CH:4]=1)([CH3:32])([CH3:31])[CH3:30], predict the reactants needed to synthesize it. The reactants are: [OH:1][CH2:2][C:3]1[CH:8]=[CH:7][C:6]([CH:9]([CH2:11][CH2:12][CH2:13][CH2:14][CH2:15][CH2:16][CH2:17][CH2:18][CH3:19])[CH3:10])=[CH:5][CH:4]=1.[H-].[Na+].Br[CH2:23][CH2:24][O:25][Si:26]([C:29]([CH3:32])([CH3:31])[CH3:30])([CH3:28])[CH3:27].